The task is: Predict the product of the given reaction.. This data is from Forward reaction prediction with 1.9M reactions from USPTO patents (1976-2016). (1) Given the reactants I[C:2]1[N:3]=[C:4]2[C:10]3[CH:11]=[CH:12][C:13]([C:15]([O:17][CH3:18])=[O:16])=[CH:14][C:9]=3[O:8][CH2:7][CH2:6][N:5]2[CH:19]=1.[CH2:20]([O:22][C:23]1[CH:28]=[CH:27][CH:26]=[CH:25][C:24]=1B(O)O)[CH3:21].C(#N)C, predict the reaction product. The product is: [CH2:20]([O:22][C:23]1[CH:28]=[CH:27][CH:26]=[CH:25][C:24]=1[C:2]1[N:3]=[C:4]2[C:10]3[CH:11]=[CH:12][C:13]([C:15]([O:17][CH3:18])=[O:16])=[CH:14][C:9]=3[O:8][CH2:7][CH2:6][N:5]2[CH:19]=1)[CH3:21]. (2) Given the reactants [I:1][C:2]1[CH:7]=[CH:6][C:5]([C:8](=O)[CH2:9][CH2:10][CH2:11][CH2:12][N:13]2[CH2:18][CH2:17][CH:16]([C:19]3[CH:20]=[C:21]([NH:25][C:26](=[O:30])[CH:27]([CH3:29])[CH3:28])[CH:22]=[CH:23][CH:24]=3)[CH2:15][CH2:14]2)=[CH:4][CH:3]=1.Cl.[C:33]1([NH:43]N)[C:42]2[C:37](=[CH:38][CH:39]=[CH:40][CH:41]=2)[CH:36]=[CH:35][CH:34]=1, predict the reaction product. The product is: [I:1][C:2]1[CH:7]=[CH:6][C:5]([C:8]2[NH:43][C:33]3[C:34]([C:9]=2[CH2:10][CH2:11][CH2:12][N:13]2[CH2:18][CH2:17][CH:16]([C:19]4[CH:20]=[C:21]([NH:25][C:26](=[O:30])[CH:27]([CH3:29])[CH3:28])[CH:22]=[CH:23][CH:24]=4)[CH2:15][CH2:14]2)=[CH:35][CH:36]=[C:37]2[CH:38]=[CH:39][CH:40]=[CH:41][C:42]=32)=[CH:4][CH:3]=1.